From a dataset of Serine/threonine kinase 33 screen with 319,792 compounds. Binary Classification. Given a drug SMILES string, predict its activity (active/inactive) in a high-throughput screening assay against a specified biological target. (1) The result is 0 (inactive). The molecule is O(c1nn(c(=O)cc1)C)c1nc(N(C)C)nc(OC)n1. (2) The molecule is S=C(Nc1c2c3c(CCc3ccc2)cc1)NC(=O)c1cc(OC)cc(OC)c1. The result is 0 (inactive). (3) The drug is Clc1cc(Cc2sc(NC(=O)C(C)C)nc2)ccc1. The result is 0 (inactive). (4) The drug is S(c1n(c(nn1)c1nccnc1)C)CC#N. The result is 0 (inactive).